Dataset: Peptide-MHC class I binding affinity with 185,985 pairs from IEDB/IMGT. Task: Regression. Given a peptide amino acid sequence and an MHC pseudo amino acid sequence, predict their binding affinity value. This is MHC class I binding data. The peptide sequence is RQFPTAQEF. The MHC is Mamu-B52 with pseudo-sequence Mamu-B52. The binding affinity (normalized) is 0.531.